Dataset: Drug-target binding data from BindingDB using Ki measurements. Task: Regression. Given a target protein amino acid sequence and a drug SMILES string, predict the binding affinity score between them. We predict pKi (pKi = -log10(Ki in M); higher means stronger inhibition). Dataset: bindingdb_ki. (1) The compound is [N-]=[N+]=Nc1cc(=O)[nH]c(=O)n1[C@@H]1O[C@H](COP(=O)(O)O)[C@@H](O)[C@H]1O. The target protein sequence is MGFKVKLEKRRNAINTCLCIGLDPDEKDIENFMKNEKENNYNNIKKNLKEKYINNVSIKKDILLKAPDNIIREEKSEEFFYFFNHFCFYIINETNKYALTFKMNFAFYIPYGSVGIDVLKNVFDYLYELNIPTILDMKINDIGNTVKNYRKFIFEYLKSDSCTVNIYMGTNMLKDICYDEEKNKYYSAFVLVKTTNPDSAIFQKNLSLDNKQAYVIMAQEALNMSSYLNLEQNNEFIGFVVGANSYDEMNYIRTYFPNCYILSPGIGAQNGDLHKTLTNGYHKSYEKILINIGRAITKNPYPQKAAQMYYDQINAILKQNMES. The pKi is 5.7. (2) The drug is COc1ccc(CNC(=O)[C@H]2OC(n3cnc4c(N)ncnc43)[C@H](O)[C@@H]2O)cc1OC. The target protein (Q6Y1R5) has sequence MIETLDSPANDSDFLDYITALENCTDEQISFKMQYLPVIYSIIFLVGFPGNTVAISIYVFKMRPWKSSTIIMLNLALTDLLYLTSLPFLIHYYASGENWIFGDFMCKFIRFGFHFNLYSSILFLTCFSLFRYIVIIHPMSCFSIQKTRWAVVACAGVWVISLVAVMPMTFLITSTTRTNRSACLDLTSSDDLTTIKWYNLILTATTFCLPLLIVTLCYTTIISTLTHGPRTHSCFKQKARRLTILLLLVFYVCFLPFHILRVIRIESRLLSISCSIESHIHEAYIVSRPLAALNTFGNLLLYVVVSNNFQQAFCSAVRCKAIGDLEQAKKDSCSNNP. The pKi is 6.8.